From a dataset of Forward reaction prediction with 1.9M reactions from USPTO patents (1976-2016). Predict the product of the given reaction. (1) Given the reactants [NH2:1][C:2]1[S:3][CH:4]=[C:5]([CH2:7][C:8]([O:10][CH2:11][CH3:12])=[O:9])[N:6]=1.[Cl:13][C:14]1[CH:19]=[CH:18][CH:17]=[C:16]([Cl:20])[C:15]=1[S:21](Cl)(=[O:23])=[O:22], predict the reaction product. The product is: [Cl:13][C:14]1[CH:19]=[CH:18][CH:17]=[C:16]([Cl:20])[C:15]=1[S:21]([NH:1][C:2]1[S:3][CH:4]=[C:5]([CH2:7][C:8]([O:10][CH2:11][CH3:12])=[O:9])[N:6]=1)(=[O:23])=[O:22]. (2) Given the reactants [CH:1]([C:3]1[CH:4]=[C:5]2[C:9](=[CH:10][CH:11]=1)[NH:8][CH:7]=[CH:6]2)=O.[C:23]([O:22][C:20](O[C:20]([O:22][C:23]([CH3:26])([CH3:25])[CH3:24])=[O:21])=[O:21])([CH3:26])([CH3:25])[CH3:24].Cl.[CH3:28][O:29][C:30]1([O:36][CH3:37])[CH2:35][CH2:34][NH:33][CH2:32][CH2:31]1.C(N(CC)CC)C.C(O)(=O)C.C(O[BH-](OC(=O)C)OC(=O)C)(=O)C.[Na+], predict the reaction product. The product is: [CH3:28][O:29][C:30]1([O:36][CH3:37])[CH2:35][CH2:34][N:33]([CH2:1][C:3]2[CH:4]=[C:5]3[C:9](=[CH:10][CH:11]=2)[N:8]([C:20]([O:22][C:23]([CH3:24])([CH3:25])[CH3:26])=[O:21])[CH:7]=[CH:6]3)[CH2:32][CH2:31]1.